Dataset: Reaction yield outcomes from USPTO patents with 853,638 reactions. Task: Predict the reaction yield, written as a fraction of the theoretical maximum amount of product (1.0 means a 100% yield; for example, 0.34 means a 34% yield). The reactants are [C:1]([O:5][C:6](=[O:16])[NH:7][C@H:8]([CH:13]([CH3:15])[CH3:14])[C:9](=[O:12])[CH:10]=[CH2:11])([CH3:4])([CH3:3])[CH3:2].I[C:18]1[CH:19]=[C:20]([O:24][CH3:25])[CH:21]=[CH:22][CH:23]=1.C(N(CC)CC)C. The catalyst is C(#N)C.C([O-])(=O)C.[Pd+2].C([O-])(=O)C. The product is [C:1]([O:5][C:6](=[O:16])[NH:7][C@H:8]([CH:13]([CH3:14])[CH3:15])[C:9](=[O:12])/[CH:10]=[CH:11]/[C:18]1[CH:23]=[CH:22][CH:21]=[C:20]([O:24][CH3:25])[CH:19]=1)([CH3:4])([CH3:3])[CH3:2]. The yield is 0.880.